This data is from Full USPTO retrosynthesis dataset with 1.9M reactions from patents (1976-2016). The task is: Predict the reactants needed to synthesize the given product. (1) Given the product [NH2:1][C:2]1[CH:21]=[CH:20][C:5]([O:6][C:7]2[C:16]3[C:11](=[CH:12][C:13]([O:19][CH2:35][C@H:36]4[CH2:38][O:37]4)=[C:14]([C:17]#[N:18])[CH:15]=3)[N:10]=[CH:9][CH:8]=2)=[CH:4][CH:3]=1, predict the reactants needed to synthesize it. The reactants are: [NH2:1][C:2]1[CH:21]=[CH:20][C:5]([O:6][C:7]2[C:16]3[C:11](=[CH:12][C:13]([OH:19])=[C:14]([C:17]#[N:18])[CH:15]=3)[N:10]=[CH:9][CH:8]=2)=[CH:4][CH:3]=1.[H-].[Na+].CC1C=CC(S(O[CH2:35][C@H:36]2[CH2:38][O:37]2)(=O)=O)=CC=1.C(OCC)(=O)C. (2) Given the product [CH2:4]([O:6][C:7]([C:9]1[N:10]([CH3:30])[CH:11]=[C:12]([C:28]#[N:29])[C:13]=1[C:14]1[CH:19]=[CH:18][C:17]([OH:20])=[CH:16][CH:15]=1)=[O:8])[CH3:5], predict the reactants needed to synthesize it. The reactants are: C(O)C.[CH2:4]([O:6][C:7]([C:9]1[N:10]([CH3:30])[CH:11]=[C:12]([C:28]#[N:29])[C:13]=1[C:14]1[CH:19]=[CH:18][C:17]([O:20]CC2C=CC=CC=2)=[CH:16][CH:15]=1)=[O:8])[CH3:5].[H][H]. (3) The reactants are: [NH:1]1[C:9]2[C:4](=[CH:5][CH:6]=[C:7]([C:10]([OH:12])=[O:11])[CH:8]=2)[CH:3]=[CH:2]1.[CH3:13][Si](C=[N+]=[N-])(C)C. Given the product [CH3:13][O:11][C:10]([C:7]1[CH:8]=[C:9]2[C:4]([CH:3]=[CH:2][NH:1]2)=[CH:5][CH:6]=1)=[O:12], predict the reactants needed to synthesize it. (4) Given the product [I:7][C:8]1[N:9]=[N:10][C:11]([O:4][CH:1]([CH3:3])[CH3:2])=[CH:12][CH:13]=1, predict the reactants needed to synthesize it. The reactants are: [CH:1]([OH:4])([CH3:3])[CH3:2].[H-].[Na+].[I:7][C:8]1[N:9]=[N:10][C:11](I)=[CH:12][CH:13]=1.O. (5) Given the product [OH:4][C@H:5]1[CH2:10][CH2:9][C@@:8]([C@H:12]2[CH2:20][CH2:19][C@@:18]3([CH3:21])[C@@H:14]([CH2:15][CH2:16][C:17]3=[CH2:22])[C@@H:13]2[CH2:23][NH:24][C:55]([CH:49]2[CH2:54][CH2:53][CH2:52][CH2:51][CH2:50]2)=[O:56])([CH3:11])[C@@H:7]([CH2:25][OH:26])[CH2:6]1, predict the reactants needed to synthesize it. The reactants are: C([O:4][C@H:5]1[CH2:10][CH2:9][C@@:8]([C@H:12]2[CH2:20][CH2:19][C@@:18]3([CH3:21])[C@@H:14]([CH2:15][CH2:16][C:17]3=[CH2:22])[C@@H:13]2[CH2:23][NH2:24])([CH3:11])[C@@H:7]([CH2:25][OH:26])[CH2:6]1)(=O)C.F[B-](F)(F)F.N1(OC(N(C)C)=[N+](C)C)C2C=CC=CC=2N=N1.[CH:49]1([C:55](O)=[O:56])[CH2:54][CH2:53][CH2:52][CH2:51][CH2:50]1.C(N(CC)C(C)C)(C)C. (6) Given the product [F:20][C:17]1[CH:18]=[CH:19][C:14]([C:11]2[CH:12]=[CH:13][C:8]3[N:7]=[C:24]([C:26]4[CH:31]=[CH:30][CH:29]=[C:28]([N+:32]([O-:34])=[O:33])[CH:27]=4)[CH2:23][C:22](=[O:35])[NH:21][C:9]=3[CH:10]=2)=[CH:15][CH:16]=1, predict the reactants needed to synthesize it. The reactants are: C(OC(=O)[NH:7][C:8]1[CH:13]=[CH:12][C:11]([C:14]2[CH:19]=[CH:18][C:17]([F:20])=[CH:16][CH:15]=2)=[CH:10][C:9]=1[NH:21][C:22](=[O:35])[CH2:23][C:24]([C:26]1[CH:31]=[CH:30][CH:29]=[C:28]([N+:32]([O-:34])=[O:33])[CH:27]=1)=O)(C)(C)C.C(O)(C(F)(F)F)=O. (7) Given the product [C:1]([O:5][C:6](=[O:20])[NH:7][CH:8]([C:12]1[CH:17]=[CH:16][CH:15]=[C:14]([CH3:18])[C:13]=1[CH3:19])[CH2:9][C:10]#[C:11][C:22]1[CH:23]=[C:24]([CH3:28])[CH:25]=[CH:26][CH:27]=1)([CH3:2])([CH3:4])[CH3:3], predict the reactants needed to synthesize it. The reactants are: [C:1]([O:5][C:6](=[O:20])[NH:7][CH:8]([C:12]1[CH:17]=[CH:16][CH:15]=[C:14]([CH3:18])[C:13]=1[CH3:19])[CH2:9][C:10]#[CH:11])([CH3:4])([CH3:3])[CH3:2].I[C:22]1[CH:23]=[C:24]([CH3:28])[CH:25]=[CH:26][CH:27]=1.C(NCC)C. (8) Given the product [C:1]([C:3]1[CH:10]=[CH:9][C:6]([CH2:7][NH:11][C@@H:12]2[CH2:16][CH2:15][O:14][CH2:13]2)=[CH:5][CH:4]=1)#[CH:2], predict the reactants needed to synthesize it. The reactants are: [C:1]([C:3]1[CH:10]=[CH:9][C:6]([CH:7]=O)=[CH:5][CH:4]=1)#[CH:2].[NH2:11][C@@H:12]1[CH2:16][CH2:15][O:14][CH2:13]1. (9) Given the product [CH3:1][C:2]1[C:3](=[O:12])[N:4]([CH2:15][C:16]2[CH:21]=[CH:20][CH:19]=[CH:18][CH:17]=2)[C:5]([CH2:9][CH2:10][CH3:11])=[N:6][C:7]=1[CH3:8], predict the reactants needed to synthesize it. The reactants are: [CH3:1][C:2]1[C:3](=[O:12])[N:4]=[C:5]([CH2:9][CH2:10][CH3:11])[NH:6][C:7]=1[CH3:8].[H-].[Li+].[CH2:15](OS([C:19]1[CH:20]=[CH:21][C:16]([CH3:15])=[CH:17][CH:18]=1)(=O)=O)[C:16]1[CH:21]=[CH:20][CH:19]=[CH:18][CH:17]=1.O. (10) Given the product [Cl:1][C:2]1[CH:3]=[C:4]([C:9]23[CH:14]([CH:15]=[N:49][O:48][CH3:47])[CH:13]2[CH2:12][N:11]([C:17]([O:19][C:20]([CH3:23])([CH3:21])[CH3:22])=[O:18])[CH2:10]3)[CH:5]=[CH:6][C:7]=1[Cl:8], predict the reactants needed to synthesize it. The reactants are: [Cl:1][C:2]1[CH:3]=[C:4]([C:9]23[CH:14]([CH:15]=O)[CH:13]2[CH2:12][N:11]([C:17]([O:19][C:20]([CH3:23])([CH3:22])[CH3:21])=[O:18])[CH2:10]3)[CH:5]=[CH:6][C:7]=1[Cl:8].C1(=O)NC(=O)C=C1.ClC1C=C(C=CC=1Cl)N.N1C=CC=CC=1.Cl.[CH3:47][O:48][NH2:49].